Task: Predict the product of the given reaction.. Dataset: Forward reaction prediction with 1.9M reactions from USPTO patents (1976-2016) (1) Given the reactants [CH3:1][O:2][C:3](=[O:31])[C:4]1[CH:9]=[C:8]([O:10][C:11]2[CH:16]=[CH:15][C:14]([NH2:17])=[C:13]([CH:18]=[CH2:19])[CH:12]=2)[CH:7]=[CH:6][C:5]=1[NH:20][S:21]([C:24]1[CH:29]=[CH:28][C:27]([CH3:30])=[CH:26][CH:25]=1)(=[O:23])=[O:22].[C:32]1([CH3:42])[CH:37]=[CH:36][C:35]([S:38](Cl)(=[O:40])=[O:39])=[CH:34][CH:33]=1.N1C=CC=CC=1, predict the reaction product. The product is: [CH3:1][O:2][C:3](=[O:31])[C:4]1[CH:9]=[C:8]([O:10][C:11]2[CH:16]=[CH:15][C:14]([NH:17][S:38]([C:35]3[CH:36]=[CH:37][C:32]([CH3:42])=[CH:33][CH:34]=3)(=[O:40])=[O:39])=[C:13]([CH:18]=[CH2:19])[CH:12]=2)[CH:7]=[CH:6][C:5]=1[NH:20][S:21]([C:24]1[CH:25]=[CH:26][C:27]([CH3:30])=[CH:28][CH:29]=1)(=[O:23])=[O:22]. (2) Given the reactants [CH3:1][C:2]1([CH3:12])[C:10]2[C:5](=[CH:6][CH:7]=[C:8]([OH:11])[CH:9]=2)[CH2:4][O:3]1.C(=O)([O-])[O-].[K+].[K+].F[C:20]1[CH:25]=[CH:24][C:23]([N+:26]([O-:28])=[O:27])=[CH:22][CH:21]=1.O, predict the reaction product. The product is: [CH3:1][C:2]1([CH3:12])[C:10]2[CH:9]=[C:8]([O:11][C:20]3[CH:25]=[CH:24][C:23]([N+:26]([O-:28])=[O:27])=[CH:22][CH:21]=3)[CH:7]=[CH:6][C:5]=2[CH2:4][O:3]1.